Dataset: Reaction yield outcomes from USPTO patents with 853,638 reactions. Task: Predict the reaction yield, written as a fraction of the theoretical maximum amount of product (1.0 means a 100% yield; for example, 0.34 means a 34% yield). (1) The reactants are [N+:1]([C:4]1[CH:5]=[C:6]([CH:10]=[CH:11][CH:12]=1)[CH:7]=[N:8][OH:9])([O-:3])=[O:2].[Cl:13]Cl. The catalyst is C(Cl)(Cl)Cl. The product is [ClH:13].[N+:1]([C:4]1[CH:5]=[C:6]([CH:10]=[CH:11][CH:12]=1)[C:7]#[N+:8][O-:9])([O-:3])=[O:2]. The yield is 1.00. (2) The reactants are [C:1]([CH2:3][C:4]1[CH:9]=[CH:8][C:7]([CH:10]2[CH2:15][CH2:14][N:13](C(OC(C)(C)C)=O)[CH2:12][CH2:11]2)=[CH:6][CH:5]=1)#[N:2].[ClH:23]. The catalyst is O1CCOCC1. The product is [ClH:23].[NH:13]1[CH2:14][CH2:15][CH:10]([C:7]2[CH:6]=[CH:5][C:4]([CH2:3][C:1]#[N:2])=[CH:9][CH:8]=2)[CH2:11][CH2:12]1. The yield is 1.00. (3) The reactants are [C:1]([O:5][C:6](=[O:17])[CH2:7][O:8][C:9]1[CH:14]=[CH:13][C:12](Cl)=[CH:11][C:10]=1[Br:16])([CH3:4])([CH3:3])[CH3:2].BrC1C(O)=CC=C(C)[N:20]=1. No catalyst specified. The product is [C:1]([O:5][C:6](=[O:17])[CH2:7][O:8][C:9]1[C:10]([Br:16])=[N:20][C:12]([CH3:11])=[CH:13][CH:14]=1)([CH3:4])([CH3:3])[CH3:2]. The yield is 0.790. (4) The reactants are Cl[C:2]1[N:7]=[C:6]([CH2:8][N:9]2[C:13]([CH3:14])=[N:12][C:11]([C:15]3[O:19][N:18]=[C:17]([C:20]4[CH:25]=[CH:24][C:23]([O:26][C:27]([F:30])([F:29])[F:28])=[CH:22][CH:21]=4)[N:16]=3)=[N:10]2)[CH:5]=[CH:4][N:3]=1.[CH3:31][N:32]1[CH2:37][CH2:36][NH:35][CH2:34][CH2:33]1. The catalyst is CS(C)=O. The product is [CH3:14][C:13]1[N:9]([CH2:8][C:6]2[CH:5]=[CH:4][N:3]=[C:2]([N:35]3[CH2:36][CH2:37][N:32]([CH3:31])[CH2:33][CH2:34]3)[N:7]=2)[N:10]=[C:11]([C:15]2[O:19][N:18]=[C:17]([C:20]3[CH:25]=[CH:24][C:23]([O:26][C:27]([F:30])([F:29])[F:28])=[CH:22][CH:21]=3)[N:16]=2)[N:12]=1. The yield is 0.420. (5) The reactants are [Si]([N:8]1[CH2:12][CH2:11][CH:10]([CH2:13][C:14]([N:16]([C:19]2[C:20]([Cl:30])=[N:21][N:22]([C:24]3[CH:25]=[N:26][CH:27]=[CH:28][CH:29]=3)[CH:23]=2)[CH2:17][CH3:18])=[O:15])[C:9]1=[O:31])(C(C)(C)C)(C)C.[F-].C([N+](CCCC)(CCCC)CCCC)CCC. The catalyst is C1COCC1. The product is [Cl:30][C:20]1[C:19]([N:16]([CH2:17][CH3:18])[C:14](=[O:15])[CH2:13][CH:10]2[CH2:11][CH2:12][NH:8][C:9]2=[O:31])=[CH:23][N:22]([C:24]2[CH:25]=[N:26][CH:27]=[CH:28][CH:29]=2)[N:21]=1. The yield is 0.300.